From a dataset of Forward reaction prediction with 1.9M reactions from USPTO patents (1976-2016). Predict the product of the given reaction. (1) Given the reactants [NH:1]1[C:5]2[CH:6]=[CH:7][C:8]([NH2:10])=[CH:9][C:4]=2[N:3]=[CH:2]1.[CH3:11][O:12][C:13]1[CH:20]=[C:19]([O:21][CH3:22])[CH:18]=[CH:17][C:14]=1[CH:15]=O.[Si](C#N)(C)(C)C.[N:29]1([C:34](N2C=CN=C2)=[O:35])C=CN=[CH:30]1, predict the reaction product. The product is: [NH:1]1[C:5]2[CH:6]=[CH:7][C:8]([N:10]3[CH:15]([C:14]4[CH:17]=[CH:18][C:19]([O:21][CH3:22])=[CH:20][C:13]=4[O:12][CH3:11])[CH2:30][NH:29][C:34]3=[O:35])=[CH:9][C:4]=2[N:3]=[CH:2]1. (2) Given the reactants [CH:1]([O:4][C:5]1[C:10]([C:11]([NH2:13])=[O:12])=[C:9]([CH3:14])[N:8]=[C:7]([O:15][CH:16]([CH3:18])[CH3:17])[CH:6]=1)([CH3:3])[CH3:2].[Li]CCCC.[CH2:24]([O:31][C:32]1[C:39]([CH3:40])=[CH:38][C:35]([C:36]#N)=[CH:34][C:33]=1[CH3:41])[C:25]1[CH:30]=[CH:29][CH:28]=[CH:27][CH:26]=1.O, predict the reaction product. The product is: [CH2:24]([O:31][C:32]1[C:33]([CH3:41])=[CH:34][C:35]([C:36]2[NH:13][C:11](=[O:12])[C:10]3[C:5]([O:4][CH:1]([CH3:3])[CH3:2])=[CH:6][C:7]([O:15][CH:16]([CH3:18])[CH3:17])=[N:8][C:9]=3[CH:14]=2)=[CH:38][C:39]=1[CH3:40])[C:25]1[CH:26]=[CH:27][CH:28]=[CH:29][CH:30]=1. (3) Given the reactants [I:1][C:2]1[CH:7]=[CH:6][C:5]([C:8](=[O:10])[CH3:9])=[CH:4][CH:3]=1.[CH2:11](O)[CH2:12][OH:13], predict the reaction product. The product is: [I:1][C:2]1[CH:7]=[CH:6][C:5]([C:8]2([CH3:9])[O:13][CH2:12][CH2:11][O:10]2)=[CH:4][CH:3]=1. (4) Given the reactants [NH2:1][C:2]1[CH:10]=[C:9]2[C:5]([C:6]([C:21]([NH:23][CH2:24][C:25]3[CH:30]=[CH:29][C:28]([F:31])=[C:27]([F:32])[CH:26]=3)=[O:22])=[C:7]([CH:18]([CH3:20])[CH3:19])[N:8]2[CH2:11][C:12]2[CH:17]=[CH:16][CH:15]=[CH:14][CH:13]=2)=[CH:4][CH:3]=1.C([O:35][C:36](=O)[CH2:37][CH2:38][CH2:39]Br)C, predict the reaction product. The product is: [CH2:11]([N:8]1[C:9]2[C:5](=[CH:4][CH:3]=[C:2]([N:1]3[CH2:39][CH2:38][CH2:37][C:36]3=[O:35])[CH:10]=2)[C:6]([C:21]([NH:23][CH2:24][C:25]2[CH:30]=[CH:29][C:28]([F:31])=[C:27]([F:32])[CH:26]=2)=[O:22])=[C:7]1[CH:18]([CH3:19])[CH3:20])[C:12]1[CH:13]=[CH:14][CH:15]=[CH:16][CH:17]=1. (5) Given the reactants C(OC(=O)[NH:7][CH:8]1[CH2:13][CH2:12][CH:11]([CH2:14][NH:15][C:16]2[C:21]([N+:22]([O-:24])=[O:23])=[CH:20][N:19]=[C:18]([NH:25][CH2:26][C:27]3[CH:28]=[N:29][CH:30]=[CH:31][C:32]=3[Cl:33])[N:17]=2)[CH2:10][CH2:9]1)(C)(C)C.Cl, predict the reaction product. The product is: [NH2:7][C@H:8]1[CH2:13][CH2:12][C@H:11]([CH2:14][NH:15][C:16]2[C:21]([N+:22]([O-:24])=[O:23])=[CH:20][N:19]=[C:18]([NH:25][CH2:26][C:27]3[CH:28]=[N:29][CH:30]=[CH:31][C:32]=3[Cl:33])[N:17]=2)[CH2:10][CH2:9]1. (6) Given the reactants [CH:1]([C:4]1[CH:9]=[CH:8][C:7]([C:10]2[N:14]([CH2:15][CH2:16][O:17][CH3:18])[C:13]3[C:19]([O:25][CH3:26])=[CH:20][C:21]([CH:23]=[O:24])=[CH:22][C:12]=3[N:11]=2)=[CH:6][CH:5]=1)([CH3:3])[CH3:2].[Br:27]Br, predict the reaction product. The product is: [Br:27][C:22]1[C:12]2[N:11]=[C:10]([C:7]3[CH:8]=[CH:9][C:4]([CH:1]([CH3:3])[CH3:2])=[CH:5][CH:6]=3)[N:14]([CH2:15][CH2:16][O:17][CH3:18])[C:13]=2[C:19]([O:25][CH3:26])=[CH:20][C:21]=1[CH:23]=[O:24]. (7) Given the reactants [CH2:1]([O:3][C:4]1[CH:12]=[C:11]([N+:13]([O-:15])=[O:14])[CH:10]=[CH:9][C:5]=1[C:6]([OH:8])=O)[CH3:2].[C:16]([O-:20])(=[O:19])[NH:17][NH2:18].Cl.CN(C)[CH2:24][CH2:25][CH2:26]N=C=NCC.Cl.Cl[CH2:35]Cl, predict the reaction product. The product is: [CH2:1]([O:3][C:4]1[CH:12]=[C:11]([N+:13]([O-:15])=[O:14])[CH:10]=[CH:9][C:5]=1[C:6]([NH:18][NH:17][C:16]([O:20][C:25]([CH3:26])([CH3:35])[CH3:24])=[O:19])=[O:8])[CH3:2]. (8) Given the reactants [NH2:1][C:2]1[CH:10]=[CH:9][CH:8]=[CH:7][C:3]=1[C:4]([NH2:6])=[O:5].[C:11](OCC)(=O)[C:12]([O:14][CH2:15][CH3:16])=[O:13], predict the reaction product. The product is: [O:5]=[C:4]1[C:3]2[C:2](=[CH:10][CH:9]=[CH:8][CH:7]=2)[N:1]=[C:11]([C:12]([O:14][CH2:15][CH3:16])=[O:13])[NH:6]1. (9) Given the reactants [F:1][C:2]1[C:3](I)=[C:4]2[C:14]3[C:9](=[CH:10][N:11]=[C:12]([C:15]4[CH:16]=[N:17][CH:18]=[CH:19][CH:20]=4)[CH:13]=3)[NH:8][C:5]2=[N:6][CH:7]=1.[CH3:22][C:23]([NH2:27])([CH3:26])[C:24]#[CH:25], predict the reaction product. The product is: [F:1][C:2]1[C:3]([C:25]#[C:24][C:23]([CH3:26])([NH2:27])[CH3:22])=[C:4]2[C:14]3[C:9](=[CH:10][N:11]=[C:12]([C:15]4[CH:16]=[N:17][CH:18]=[CH:19][CH:20]=4)[CH:13]=3)[NH:8][C:5]2=[N:6][CH:7]=1.